Binary Classification. Given a drug SMILES string, predict its activity (active/inactive) in a high-throughput screening assay against a specified biological target. From a dataset of M1 muscarinic receptor antagonist screen with 61,756 compounds. (1) The result is 0 (inactive). The molecule is s1c(C(=O)Nc2c(n(nc2C)c2ccccc2)C)ccc1. (2) The compound is S(=O)(=O)(NCCc1cc(OC)c(OC)cc1)c1cc2oc(=O)n(c2cc1)C. The result is 0 (inactive). (3) The drug is O=C1N2C(C=C(c3c2c(C21c1c(OC(N)=C2C#N)cc(O)cc1)cc(OC)c3)C)(C)C. The result is 0 (inactive). (4) The molecule is Brc1c(S(=O)(=O)N2CCCC2)cc(cc1)C(O)=O. The result is 0 (inactive). (5) The result is 0 (inactive). The molecule is O=C(c1c(N)cccc1)c1ccccc1. (6) The compound is Clc1c(c2noc(c2C(=O)Nc2c3ncccc3ccc2)C)cccc1. The result is 0 (inactive).